This data is from Full USPTO retrosynthesis dataset with 1.9M reactions from patents (1976-2016). The task is: Predict the reactants needed to synthesize the given product. (1) Given the product [Cl:1][C:2]1[C:3]2[N:4]([C:10]([C@H:12]3[CH2:21][N:20]4[C@@H:15]([CH2:16][O:17][CH2:18][C:19]4=[O:22])[CH2:14][CH2:13]3)=[N:9][CH:8]=2)[CH:5]=[CH:6][N:7]=1, predict the reactants needed to synthesize it. The reactants are: [Cl:1][C:2]1[C:3]([CH2:8][NH:9][C:10]([C@H:12]2[CH2:21][N:20]3[C@@H:15]([CH2:16][O:17][CH2:18][C:19]3=[O:22])[CH2:14][CH2:13]2)=O)=[N:4][CH:5]=[CH:6][N:7]=1.CN(C)C=O.N1C=CC=CC=1.O=P(Cl)(Cl)Cl.C(=O)(O)[O-].[Na+]. (2) Given the product [CH2:14]([O:16][C:17](=[O:31])[CH2:18][CH:19]1[CH2:25][CH2:24][CH2:23][C:22]2[CH:26]=[C:27]([O:30][CH2:11][CH2:10][CH2:9][CH2:8][NH:7][C:6]([O:5][C:1]([CH3:4])([CH3:3])[CH3:2])=[O:13])[CH:28]=[CH:29][C:21]=2[CH2:20]1)[CH3:15], predict the reactants needed to synthesize it. The reactants are: [C:1]([O:5][C:6](=[O:13])[NH:7][CH2:8][CH2:9][CH2:10][CH2:11]Br)([CH3:4])([CH3:3])[CH3:2].[CH2:14]([O:16][C:17](=[O:31])[CH2:18][CH:19]1[CH2:25][CH2:24][CH2:23][C:22]2[CH:26]=[C:27]([OH:30])[CH:28]=[CH:29][C:21]=2[CH2:20]1)[CH3:15]. (3) Given the product [F:16][C:17]1[CH:25]=[CH:24][C:20]([C:21]2[O:22][C:27](=[O:28])[S:29][N:23]=2)=[CH:19][CH:18]=1, predict the reactants needed to synthesize it. The reactants are: FC1C=CC(C2N=C(C(=O)C)SN=2)=CC=1.[F:16][C:17]1[CH:25]=[CH:24][C:20]([C:21]([NH2:23])=[O:22])=[CH:19][CH:18]=1.Cl[C:27]([S:29]Cl)=[O:28]. (4) Given the product [Cl:10][C:11]1[C:16]([N+:17]([O-:19])=[O:18])=[C:15]([NH:9][CH2:8][CH:5]2[CH2:6][CH2:7][O:2][CH2:3][CH2:4]2)[CH:14]=[C:13]([CH2:21][CH2:22][CH2:23][CH2:24][CH3:25])[N:12]=1, predict the reactants needed to synthesize it. The reactants are: Cl.[O:2]1[CH2:7][CH2:6][CH:5]([CH2:8][NH2:9])[CH2:4][CH2:3]1.[Cl:10][C:11]1[C:16]([N+:17]([O-:19])=[O:18])=[C:15](Cl)[CH:14]=[C:13]([CH2:21][CH2:22][CH2:23][CH2:24][CH3:25])[N:12]=1.C(N(CC)CC)C. (5) Given the product [Br:1][C:2]1[CH:3]=[C:4]2[C:5]([CH:8]=[CH:12][NH:9]2)=[CH:6][CH:7]=1, predict the reactants needed to synthesize it. The reactants are: [Br:1][C:2]1[CH:7]=[CH:6][C:5]([CH3:8])=[C:4]([N+:9]([O-])=O)[CH:3]=1.[CH3:12]OC(OC)N(C)C.N1CCCC1.O.